Dataset: Full USPTO retrosynthesis dataset with 1.9M reactions from patents (1976-2016). Task: Predict the reactants needed to synthesize the given product. (1) The reactants are: [ClH:1].[C:2]([C:4]1[C:5]([NH:36][CH2:37][CH2:38][O:39][CH3:40])=[CH:6][C:7]([NH:10][C:11]([N:13]2[C:22]3[C:17](=[CH:18][C:19]([CH2:28][N:29]4[CH2:34][CH2:33][NH:32][CH2:31][C:30]4=[O:35])=[C:20]([CH:23](OC)[O:24]C)[N:21]=3)[CH2:16][CH2:15][CH2:14]2)=[O:12])=[N:8][CH:9]=1)#[N:3]. Given the product [ClH:1].[C:2]([C:4]1[C:5]([NH:36][CH2:37][CH2:38][O:39][CH3:40])=[CH:6][C:7]([NH:10][C:11]([N:13]2[C:22]3[C:17](=[CH:18][C:19]([CH2:28][N:29]4[CH2:34][CH2:33][NH:32][CH2:31][C:30]4=[O:35])=[C:20]([CH:23]=[O:24])[N:21]=3)[CH2:16][CH2:15][CH2:14]2)=[O:12])=[N:8][CH:9]=1)#[N:3], predict the reactants needed to synthesize it. (2) Given the product [CH3:50][C:47]([CH3:51])([CH2:48][CH3:49])[CH2:46][C:45](=[O:52])[CH2:44][NH:43][C:41]([C:35]1([CH2:34][C:33]2[CH:53]=[CH:54][C:30]([C:27]3[CH:26]=[CH:25][C:24]([F:23])=[CH:29][N:28]=3)=[CH:31][CH:32]=2)[CH2:39][CH2:38][C:37](=[O:40])[NH:36]1)=[O:42], predict the reactants needed to synthesize it. The reactants are: CC(OI1(OC(C)=O)(OC(C)=O)OC(=O)C2C=CC=CC1=2)=O.[F:23][C:24]1[CH:25]=[CH:26][C:27]([C:30]2[CH:54]=[CH:53][C:33]([CH2:34][C:35]3([C:41]([NH:43][CH2:44][CH:45]([OH:52])[CH2:46][C:47]([CH3:51])([CH3:50])[CH2:48][CH3:49])=[O:42])[CH2:39][CH2:38][C:37](=[O:40])[NH:36]3)=[CH:32][CH:31]=2)=[N:28][CH:29]=1. (3) Given the product [CH2:31]([O:33][CH2:34][CH2:35][N:1]1[C:9]2[C:4](=[CH:5][CH:6]=[CH:7][CH:8]=2)[C:3]([CH:10]2[CH2:15][CH2:14][N:13]([CH2:16][CH2:17][O:18][C:19]3[CH:28]=[CH:27][CH:26]=[CH:25][C:20]=3[C:21]([O:23][CH3:24])=[O:22])[CH2:12][CH2:11]2)=[CH:2]1)[CH3:32], predict the reactants needed to synthesize it. The reactants are: [NH:1]1[C:9]2[C:4](=[CH:5][CH:6]=[CH:7][CH:8]=2)[C:3]([CH:10]2[CH2:15][CH2:14][N:13]([CH2:16][CH2:17][O:18][C:19]3[CH:28]=[CH:27][CH:26]=[CH:25][C:20]=3[C:21]([O:23][CH3:24])=[O:22])[CH2:12][CH2:11]2)=[CH:2]1.[H-].[Na+].[CH2:31]([O:33][CH2:34][CH2:35]Br)[CH3:32]. (4) Given the product [ClH:32].[ClH:32].[OH:1][C:2]([CH3:31])([CH3:30])[CH2:3][N:4]1[CH2:9][CH2:8][N:7]([CH2:10][CH:11]([C:23]2([OH:29])[CH2:28][CH2:27][CH2:26][CH2:25][CH2:24]2)[C:12]2[CH:17]=[CH:16][CH:15]=[C:14]([O:18][C:19]([F:22])([F:21])[F:20])[CH:13]=2)[CH2:6][CH2:5]1, predict the reactants needed to synthesize it. The reactants are: [OH:1][C:2]([CH3:31])([CH3:30])[CH2:3][N:4]1[CH2:9][CH2:8][N:7]([CH2:10][CH:11]([C:23]2([OH:29])[CH2:28][CH2:27][CH2:26][CH2:25][CH2:24]2)[C:12]2[CH:17]=[CH:16][CH:15]=[C:14]([O:18][C:19]([F:22])([F:21])[F:20])[CH:13]=2)[CH2:6][CH2:5]1.[ClH:32].C(OCC)C. (5) Given the product [N+:27]([C:30]1[CH:35]=[CH:34][CH:33]=[CH:32][C:31]=1[S:36]([NH:1][CH:2]1[CH2:7][CH2:6][N:5]([CH2:8][C:9]2[CH:14]=[CH:13][N:12]=[C:11]([C:15]3[CH:20]=[C:19]([O:21][CH3:22])[C:18]([O:23][CH3:24])=[C:17]([O:25][CH3:26])[CH:16]=3)[CH:10]=2)[CH2:4][CH2:3]1)(=[O:38])=[O:37])([O-:29])=[O:28], predict the reactants needed to synthesize it. The reactants are: [NH2:1][CH:2]1[CH2:7][CH2:6][N:5]([CH2:8][C:9]2[CH:14]=[CH:13][N:12]=[C:11]([C:15]3[CH:20]=[C:19]([O:21][CH3:22])[C:18]([O:23][CH3:24])=[C:17]([O:25][CH3:26])[CH:16]=3)[CH:10]=2)[CH2:4][CH2:3]1.[N+:27]([C:30]1[CH:35]=[CH:34][CH:33]=[CH:32][C:31]=1[S:36](Cl)(=[O:38])=[O:37])([O-:29])=[O:28]. (6) The reactants are: [CH:1]1[C:13]2[CH:12]([CH2:14][O:15][C:16](=[O:37])[NH:17][C:18]3[CH:23]=[CH:22][C:21]([S:24][C:25]4[CH:30]=[CH:29][C:28]([C:31](Cl)=[O:32])=[CH:27][C:26]=4[N+:34]([O-])=O)=[CH:20][CH:19]=3)[C:11]3[C:6](=[CH:7][CH:8]=[CH:9][CH:10]=3)[C:5]=2[CH:4]=[CH:3][CH:2]=1.[F:38][C:39]([F:47])([F:46])[C:40]1[N:41]=[C:42]([NH2:45])[S:43][CH:44]=1.ClC1C=CC(N)=NC=1. Given the product [CH:1]1[C:13]2[CH:12]([CH2:14][O:15][C:16](=[O:37])[NH:17][C:18]3[CH:23]=[CH:22][C:21]([S:24][C:25]4[CH:30]=[CH:29][C:28]([C:31](=[O:32])[NH:45][C:42]5[S:43][CH:44]=[C:40]([C:39]([F:47])([F:46])[F:38])[N:41]=5)=[CH:27][C:26]=4[NH2:34])=[CH:20][CH:19]=3)[C:11]3[C:6](=[CH:7][CH:8]=[CH:9][CH:10]=3)[C:5]=2[CH:4]=[CH:3][CH:2]=1, predict the reactants needed to synthesize it. (7) Given the product [CH2:35]([O:37][C:38](=[O:48])[CH:39]([C:41]1[CH:46]=[CH:45][C:44]([C:21]2[CH:22]=[CH:23][C:18]([C:17]3[O:16][N:15]=[C:14]([CH3:33])[C:13]=3[NH:12][C:11]([O:10][CH:8]([C:3]3[CH:4]=[CH:5][CH:6]=[CH:7][C:2]=3[Cl:1])[CH3:9])=[O:34])=[CH:19][CH:20]=2)=[CH:43][CH:42]=1)[CH3:40])[CH3:36], predict the reactants needed to synthesize it. The reactants are: [Cl:1][C:2]1[CH:7]=[CH:6][CH:5]=[CH:4][C:3]=1[CH:8]([O:10][C:11](=[O:34])[NH:12][C:13]1[C:14]([CH3:33])=[N:15][O:16][C:17]=1[C:18]1[CH:23]=[CH:22][C:21](B2OC(C)(C)C(C)(C)O2)=[CH:20][CH:19]=1)[CH3:9].[CH2:35]([O:37][C:38](=[O:48])[CH:39]([C:41]1[CH:46]=[CH:45][C:44](Br)=[CH:43][CH:42]=1)[CH3:40])[CH3:36].